From a dataset of Reaction yield outcomes from USPTO patents with 853,638 reactions. Predict the reaction yield, written as a fraction of the theoretical maximum amount of product (1.0 means a 100% yield; for example, 0.34 means a 34% yield). (1) The reactants are [F:1][C:2]1[CH:7]=[CH:6][CH:5]=[CH:4][C:3]=1[OH:8].[Br:9]Br. No catalyst specified. The product is [Br:9][C:4]1[CH:5]=[CH:6][CH:7]=[C:2]([F:1])[C:3]=1[OH:8]. The yield is 0.970. (2) The reactants are Cl[C:2]1[CH2:6][CH2:5][C:4](=[O:7])[CH:3]=1.N1[CH2:10][CH2:9]1.C([N:13]([CH2:16][CH3:17])[CH2:14]C)C.[O:18]1[CH2:22][CH2:21][CH2:20][CH2:19]1. No catalyst specified. The product is [CH3:22][O:18][C:19]1[CH:20]=[CH:21][C:17]([CH:16]2[CH2:14][N:13]2[C:2]2[CH2:6][CH2:5][C:4](=[O:7])[CH:3]=2)=[CH:10][CH:9]=1. The yield is 0.160. (3) The reactants are [OH:1][CH:2]([C:11]1[CH:16]=[CH:15][C:14]([CH2:17][O:18][Si:19]([CH:26]([CH3:28])[CH3:27])([CH:23]([CH3:25])[CH3:24])[CH:20]([CH3:22])[CH3:21])=[CH:13][CH:12]=1)[C:3]1[CH:4]=[C:5]([CH:8]=[CH:9][CH:10]=1)[C:6]#[N:7].[O:29]1[CH:34]=[CH:33][CH2:32][CH2:31][CH2:30]1.ClCCl.C1(C)C=CC(S([O-])(=O)=O)=CC=1.[NH+]1C=CC=CC=1. The catalyst is C(=O)([O-])O.[Na+]. The product is [O:29]1[CH2:34][CH2:33][CH2:32][CH2:31][CH:30]1[O:1][CH:2]([C:11]1[CH:16]=[CH:15][C:14]([CH2:17][O:18][Si:19]([CH:23]([CH3:25])[CH3:24])([CH:26]([CH3:28])[CH3:27])[CH:20]([CH3:21])[CH3:22])=[CH:13][CH:12]=1)[C:3]1[CH:4]=[C:5]([CH:8]=[CH:9][CH:10]=1)[C:6]#[N:7]. The yield is 1.00. (4) The reactants are [CH3:1][C:2]1[CH:9]=[CH:8][CH:7]=[CH:6][C:3]=1[C:4]#[N:5].[NH2:10][OH:11].O.C(Cl)Cl.CO. The catalyst is CCO. The product is [OH:11][N:10]=[C:4]([NH2:5])[C:3]1[CH:6]=[CH:7][CH:8]=[CH:9][C:2]=1[CH3:1]. The yield is 1.00. (5) The reactants are [C:1]([O:5][C:6]([N:8]1[C:12](=[O:13])[CH:11]=[CH:10][CH:9]1[C:14]([CH3:22])([CH3:21])[O:15][SiH2:16][C:17]([CH3:20])([CH3:19])[CH3:18])=[O:7])([CH3:4])([CH3:3])[CH3:2].[CH:23]1[CH2:27][CH:26]=[CH:25][CH:24]=1. The catalyst is C1(C)C=CC=CC=1. The product is [C:1]([O:5][C:6]([N:8]1[C:12](=[O:13])[CH:11]2[CH:10]([CH:27]3[CH2:26][CH:25]2[CH:24]=[CH:23]3)[CH:9]1[C:14]([CH3:22])([CH3:21])[O:15][SiH2:16][C:17]([CH3:20])([CH3:19])[CH3:18])=[O:7])([CH3:4])([CH3:3])[CH3:2]. The yield is 0.670. (6) The reactants are Br[C:2]1[CH:7]=[CH:6][C:5]([O:8][C:9]2[CH:14]=[CH:13][CH:12]=[CH:11][CH:10]=2)=[CH:4][C:3]=1[F:15].[Li]CCCC.CC([O:24][B:25](OC(C)C)[O:26]C(C)C)C. The catalyst is O1CCCC1. The product is [F:15][C:3]1[CH:4]=[C:5]([O:8][C:9]2[CH:14]=[CH:13][CH:12]=[CH:11][CH:10]=2)[CH:6]=[CH:7][C:2]=1[B:25]([OH:26])[OH:24]. The yield is 0.920. (7) The reactants are [CH3:1][N:2]1[CH:6]=[CH:5][C:4]([NH:7][C:8]([C:10]2[CH:21]=[C:20]([O:22][C:23]3[CH:28]=[CH:27][C:26]([S:29]([CH3:32])(=[O:31])=[O:30])=[CH:25][CH:24]=3)[C:13]3[CH2:14][C:15]([CH2:18]O)([CH3:17])[O:16][C:12]=3[CH:11]=2)=[O:9])=[N:3]1.N1C(C)=CC(C)=CC=1C.[F:42]C(F)(F)S(OS(C(F)(F)F)(=O)=O)(=O)=O. The catalyst is C(Cl)Cl. The product is [CH3:1][N:2]1[CH:6]=[CH:5][C:4]([NH:7][C:8]([C:10]2[CH:21]=[C:20]([O:22][C:23]3[CH:28]=[CH:27][C:26]([S:29]([CH3:32])(=[O:31])=[O:30])=[CH:25][CH:24]=3)[C:13]3[CH2:14][C:15]([CH2:18][F:42])([CH3:17])[O:16][C:12]=3[CH:11]=2)=[O:9])=[N:3]1. The yield is 0.280. (8) The reactants are [NH:1]1[C:9]2[C:4](=[CH:5][CH:6]=[CH:7][CH:8]=2)[CH2:3][C:2]1=[O:10].[CH3:11][C:12]1[C:16]([CH3:17])=[CH:15][NH:14][C:13]=1[CH:18]=O. The catalyst is N1CCCCC1. The product is [CH3:11][C:12]1[C:16]([CH3:17])=[CH:15][NH:14][C:13]=1[CH:18]=[C:3]1[C:4]2[C:9](=[CH:8][CH:7]=[CH:6][CH:5]=2)[NH:1][C:2]1=[O:10]. The yield is 0.370. (9) The reactants are [CH3:1][C:2]1[C:11]2[C:6](=[CH:7][CH:8]=[CH:9][CH:10]=2)[CH:5]=[CH:4][N:3]=1.CO. The catalyst is C1COCC1.Cl.CCOCC. The product is [CH3:1][CH:2]1[C:11]2[C:6](=[CH:7][CH:8]=[CH:9][CH:10]=2)[CH2:5][CH2:4][NH:3]1. The yield is 0.770. (10) The reactants are [C:1]([O:5][C:6](=[O:23])[CH2:7][C@H:8]([NH:12][C:13]([O:15][CH2:16][C:17]1[CH:22]=[CH:21][CH:20]=[CH:19][CH:18]=1)=[O:14])[C:9](O)=[O:10])([CH3:4])([CH3:3])[CH3:2].C[N:25]1CCOCC1.[OH-].[NH4+]. The catalyst is C(Cl)Cl. The product is [C:1]([O:5][C:6](=[O:23])[CH2:7][CH:8]([NH:12][C:13]([O:15][CH2:16][C:17]1[CH:22]=[CH:21][CH:20]=[CH:19][CH:18]=1)=[O:14])[C:9]([NH2:25])=[O:10])([CH3:4])([CH3:3])[CH3:2]. The yield is 0.950.